This data is from Forward reaction prediction with 1.9M reactions from USPTO patents (1976-2016). The task is: Predict the product of the given reaction. (1) Given the reactants [NH2:1][CH2:2][CH2:3][C@H:4]([NH:15][C:16](=[O:31])[C:17]1[CH:22]=[CH:21][C:20]([C:23]([N:25]2[CH2:29][CH2:28][CH2:27][CH2:26]2)=[O:24])=[C:19]([CH3:30])[CH:18]=1)[C:5]1[NH:9][C:8]2[CH:10]=[CH:11][C:12]([Cl:14])=[CH:13][C:7]=2[N:6]=1.C(N(CC)CC)C.[Cl:39][CH2:40][CH2:41][N:42]=[C:43]=[O:44], predict the reaction product. The product is: [Cl:14][C:12]1[CH:11]=[CH:10][C:8]2[NH:9][C:5]([C@@H:4]([NH:15][C:16](=[O:31])[C:17]3[CH:22]=[CH:21][C:20]([C:23]([N:25]4[CH2:29][CH2:28][CH2:27][CH2:26]4)=[O:24])=[C:19]([CH3:30])[CH:18]=3)[CH2:3][CH2:2][NH:1][C:43]([NH:42][CH2:41][CH2:40][Cl:39])=[O:44])=[N:6][C:7]=2[CH:13]=1. (2) Given the reactants Cl.[O:2]([CH2:9][C:10]1[CH:15]=[CH:14][CH:13]=[CH:12][C:11]=1[C:16]1[S:20][C:19]([N:21]=C(C2C=CC=CC=2)C2C=CC=CC=2)=[N:18][CH:17]=1)[C:3]1[CH:8]=[CH:7][CH:6]=[CH:5][CH:4]=1, predict the reaction product. The product is: [O:2]([CH2:9][C:10]1[CH:15]=[CH:14][CH:13]=[CH:12][C:11]=1[C:16]1[S:20][C:19]([NH2:21])=[N:18][CH:17]=1)[C:3]1[CH:8]=[CH:7][CH:6]=[CH:5][CH:4]=1. (3) Given the reactants [C:1]([O:5][C:6]([NH:8][CH2:9][CH2:10][CH2:11][CH2:12][CH2:13][CH2:14][CH2:15][C:16]([OH:18])=O)=[O:7])([CH3:4])([CH3:3])[CH3:2].CN(C(ON1N=NC2C=CC=CC1=2)=[N+](C)C)C.F[P-](F)(F)(F)(F)F.CCN(C(C)C)C(C)C.[NH2:52][C:53]1[S:54][C:55]2[CH:61]=[C:60]([O:62][S:63]([C:66]3[CH:71]=[CH:70][C:69]([NH:72][CH2:73][CH2:74][N:75]([CH:79]([CH3:81])[CH3:80])[CH:76]([CH3:78])[CH3:77])=[CH:68][CH:67]=3)(=[O:65])=[O:64])[CH:59]=[CH:58][C:56]=2[N:57]=1, predict the reaction product. The product is: [C:1]([O:5][C:6]([NH:8][CH2:9][CH2:10][CH2:11][CH2:12][CH2:13][CH2:14][CH2:15][C:16]([NH:52][C:53]1[S:54][C:55]2[CH:61]=[C:60]([O:62][S:63]([C:66]3[CH:71]=[CH:70][C:69]([NH:72][CH2:73][CH2:74][N:75]([CH:79]([CH3:81])[CH3:80])[CH:76]([CH3:77])[CH3:78])=[CH:68][CH:67]=3)(=[O:65])=[O:64])[CH:59]=[CH:58][C:56]=2[N:57]=1)=[O:18])=[O:7])([CH3:2])([CH3:3])[CH3:4]. (4) Given the reactants Cl[C:2]1[N:7]=[C:6]([NH:8][C:9]([C:11]2([C:14]3[CH:24]=[CH:23][C:17]4[O:18][C:19]([F:22])([F:21])[O:20][C:16]=4[CH:15]=3)[CH2:13][CH2:12]2)=[O:10])[CH:5]=[C:4]([CH3:25])[C:3]=1[C:26]#[N:27].C(=O)([O-])[O-].[K+].[K+].[CH3:34][O:35][C:36]1[CH:41]=[CH:40][C:39](B(O)O)=[CH:38][N:37]=1, predict the reaction product. The product is: [C:26]([C:3]1[C:2]([C:39]2[CH:38]=[N:37][C:36]([O:35][CH3:34])=[CH:41][CH:40]=2)=[N:7][C:6]([NH:8][C:9]([C:11]2([C:14]3[CH:24]=[CH:23][C:17]4[O:18][C:19]([F:21])([F:22])[O:20][C:16]=4[CH:15]=3)[CH2:12][CH2:13]2)=[O:10])=[CH:5][C:4]=1[CH3:25])#[N:27]. (5) Given the reactants [CH2:1]([O:8][C:9]1[CH:10]=[CH:11][C:12]([N+:17]([O-:19])=[O:18])=[C:13]([CH:16]=1)[CH:14]=O)[C:2]1[CH:7]=[CH:6][CH:5]=[CH:4][CH:3]=1.Cl.NO.[N:23]1C(Cl)=NC(Cl)=NC=1Cl.Cl, predict the reaction product. The product is: [CH2:1]([O:8][C:9]1[CH:10]=[CH:11][C:12]([N+:17]([O-:19])=[O:18])=[C:13]([CH:16]=1)[C:14]#[N:23])[C:2]1[CH:7]=[CH:6][CH:5]=[CH:4][CH:3]=1. (6) Given the reactants [C:1]([NH:4][C:5]1[NH:6][CH:7]=[C:8]([C:13]2[CH:14]=[N:15][C:16]([N+:19]([O-])=O)=[CH:17][CH:18]=2)[C:9]=1[C:10]([NH2:12])=[O:11])(=[O:3])[CH3:2].[H][H], predict the reaction product. The product is: [C:1]([NH:4][C:5]1[NH:6][CH:7]=[C:8]([C:13]2[CH:14]=[N:15][C:16]([NH2:19])=[CH:17][CH:18]=2)[C:9]=1[C:10]([NH2:12])=[O:11])(=[O:3])[CH3:2]. (7) Given the reactants [C:1]([C:3]1[CH:8]=[CH:7][CH:6]=[C:5]([CH3:9])[N:4]=1)#[CH:2].Br[C:11]1[CH2:16][CH2:15][CH2:14][C:13](=[O:17])[CH:12]=1.C(N(CC)CC)C, predict the reaction product. The product is: [CH3:9][C:5]1[N:4]=[C:3]([C:1]#[C:2][C:11]2[CH2:16][CH2:15][CH2:14][C:13](=[O:17])[CH:12]=2)[CH:8]=[CH:7][CH:6]=1. (8) Given the reactants C[C:2]1[C:16]([C:17](O)=[O:18])=[CH:15][C:5]2[N:6]([CH3:14])[C:7]([CH2:9][C:10]([OH:13])([CH3:12])[CH3:11])=[N:8][C:4]=2[C:3]=1[C:20]1[CH:25]=[CH:24][C:23]([F:26])=[CH:22][CH:21]=1.Cl.[CH3:28][C:29]1[N:33]=[C:32]([C@H:34]([NH2:36])[CH3:35])[O:31][N:30]=1.ON1C2N=CC=CC=2N=N1.C(N=C=NCCCN(C)C)C.C(N(CC)CC)C, predict the reaction product. The product is: [F:26][C:23]1[CH:22]=[CH:21][C:20]([C:3]2[C:4]3[N:8]=[C:7]([CH2:9][C:10]([OH:13])([CH3:11])[CH3:12])[N:6]([CH3:14])[C:5]=3[CH:15]=[C:16]([C:17]([NH:36][C@@H:34]([C:32]3[O:31][N:30]=[C:29]([CH3:28])[N:33]=3)[CH3:35])=[O:18])[CH:2]=2)=[CH:25][CH:24]=1. (9) Given the reactants Cl.[CH2:2]([O:4][C:5](=[O:10])[CH2:6][C:7](=[NH:9])[NH2:8])[CH3:3].[O-]CC.[Na+].Br[CH2:16][C:17]([C:19]1[CH:26]=[CH:25][C:22]([C:23]#[N:24])=[CH:21][CH:20]=1)=O, predict the reaction product. The product is: [CH2:2]([O:4][C:5]([C:6]1[CH:16]=[C:17]([C:19]2[CH:26]=[CH:25][C:22]([C:23]#[N:24])=[CH:21][CH:20]=2)[NH:9][C:7]=1[NH2:8])=[O:10])[CH3:3]. (10) The product is: [CH3:39][O:38][C:36](=[O:37])[CH2:35][N:2]1[CH:3]=[C:4]([C:6]2[N:11]3[N:12]=[C:13]([NH:15][C:16]4[CH:17]=[CH:18][C:19]([O:22][CH2:23][CH2:24][N:25]5[CH2:29][CH2:28][CH2:27][CH2:26]5)=[CH:20][CH:21]=4)[N:14]=[C:10]3[CH:9]=[CH:8][CH:7]=2)[CH:5]=[N:1]1. Given the reactants [NH:1]1[CH:5]=[C:4]([C:6]2[N:11]3[N:12]=[C:13]([NH:15][C:16]4[CH:21]=[CH:20][C:19]([O:22][CH2:23][CH2:24][N:25]5[CH2:29][CH2:28][CH2:27][CH2:26]5)=[CH:18][CH:17]=4)[N:14]=[C:10]3[CH:9]=[CH:8][CH:7]=2)[CH:3]=[N:2]1.C(=O)([O-])[O-].Br[CH2:35][C:36]([O:38][CH3:39])=[O:37], predict the reaction product.